This data is from Forward reaction prediction with 1.9M reactions from USPTO patents (1976-2016). The task is: Predict the product of the given reaction. (1) Given the reactants C[O:2][C:3](=[O:13])[C:4]1[CH:9]=[C:8]([F:10])[C:7]([CH3:11])=[CH:6][C:5]=1[Cl:12].[OH-].[Na+], predict the reaction product. The product is: [Cl:12][C:5]1[CH:6]=[C:7]([CH3:11])[C:8]([F:10])=[CH:9][C:4]=1[C:3]([OH:13])=[O:2]. (2) Given the reactants [CH2:1]([O:3][C@H:4]1[CH2:9][CH2:8][C@H:7]([N:10]2[CH2:15][CH2:14][CH:13]([NH:16][C:17]3[CH:18]=[C:19]([CH:22]=[CH:23][C:24]=3[N+:25]([O-])=O)[C:20]#[N:21])[CH2:12][CH2:11]2)[CH2:6][CH2:5]1)[CH3:2].Cl, predict the reaction product. The product is: [NH2:25][C:24]1[CH:23]=[CH:22][C:19]([C:20]#[N:21])=[CH:18][C:17]=1[NH:16][CH:13]1[CH2:12][CH2:11][N:10]([C@H:7]2[CH2:8][CH2:9][C@H:4]([O:3][CH2:1][CH3:2])[CH2:5][CH2:6]2)[CH2:15][CH2:14]1. (3) Given the reactants [NH2:1][CH2:2][C@H:3]1[N:8]([C:9]([C:11]2[N:12]=[C:13]([CH3:23])[S:14][C:15]=2[C:16]2[CH:17]=[C:18]([CH3:22])[CH:19]=[CH:20][CH:21]=2)=[O:10])[CH2:7][C@H:6]2[C@@H:4]1[CH2:5]2.[O:24]1[C:33]2[CH:32]=[CH:31][CH:30]=[C:29]([C:34](O)=[O:35])[C:28]=2[CH2:27][CH2:26][CH2:25]1, predict the reaction product. The product is: [CH3:23][C:13]1[S:14][C:15]([C:16]2[CH:17]=[C:18]([CH3:22])[CH:19]=[CH:20][CH:21]=2)=[C:11]([C:9]([N:8]2[CH2:7][C@H:6]3[C@H:4]([CH2:5]3)[C@H:3]2[CH2:2][NH:1][C:34]([C:29]2[C:28]3[CH2:27][CH2:26][CH2:25][O:24][C:33]=3[CH:32]=[CH:31][CH:30]=2)=[O:35])=[O:10])[N:12]=1. (4) The product is: [I-:13].[CH2:7]([N+:4]1[CH:5]=[CH:6][N:2]([CH3:1])[CH:3]=1)[CH2:8][CH2:9][CH2:10][CH2:11][CH3:12]. Given the reactants [CH3:1][N+:2]1[CH:6]=[CH:5][NH:4][CH:3]=1.[CH2:7]([I:13])[CH2:8][CH2:9][CH2:10][CH2:11][CH3:12], predict the reaction product. (5) Given the reactants [NH2:1][C:2]1[C:3]([C:8]([OH:10])=O)=[N:4][CH:5]=[N:6][CH:7]=1.[NH2:11][CH2:12][C:13]([CH3:16])([OH:15])[CH3:14].C(N(C(C)C)C(C)C)C.CCCP1(OP(CCC)(=O)OP(CCC)(=O)O1)=O, predict the reaction product. The product is: [OH:15][C:13]([CH3:16])([CH3:14])[CH2:12][NH:11][C:8]([C:3]1[C:2]([NH2:1])=[CH:7][N:6]=[CH:5][N:4]=1)=[O:10]. (6) The product is: [Si:20]([O:1][CH2:2][C:3]([C:5]1[CH:10]=[CH:9][CH:8]=[CH:7][CH:6]=1)=[O:4])([C:16]([CH3:19])([CH3:18])[CH3:17])([CH3:23])[CH3:22]. Given the reactants [OH:1][CH2:2][C:3]([C:5]1[CH:10]=[CH:9][CH:8]=[CH:7][CH:6]=1)=[O:4].N1C=CN=C1.[C:16]([Si:20]([CH3:23])([CH3:22])Cl)([CH3:19])([CH3:18])[CH3:17].O, predict the reaction product. (7) Given the reactants Cl.[C:2](Cl)(=[O:9])[C:3]1[CH:8]=[CH:7][CH:6]=[N:5][CH:4]=1.[NH2:11][C:12]([CH3:33])([CH3:32])[CH2:13][C:14]1[N:15]([CH2:28][CH2:29][O:30][CH3:31])[N:16]=[C:17]2[C:26]=1[C:25]1[CH:24]=[CH:23][CH:22]=[CH:21][C:20]=1[N:19]=[C:18]2[NH2:27], predict the reaction product. The product is: [NH2:27][C:18]1[C:17]2=[N:16][N:15]([CH2:28][CH2:29][O:30][CH3:31])[C:14]([CH2:13][C:12]([NH:11][C:2](=[O:9])[C:3]3[CH:8]=[CH:7][CH:6]=[N:5][CH:4]=3)([CH3:33])[CH3:32])=[C:26]2[C:25]2[CH:24]=[CH:23][CH:22]=[CH:21][C:20]=2[N:19]=1.